From a dataset of hERG potassium channel inhibition data for cardiac toxicity prediction from Karim et al.. Regression/Classification. Given a drug SMILES string, predict its toxicity properties. Task type varies by dataset: regression for continuous values (e.g., LD50, hERG inhibition percentage) or binary classification for toxic/non-toxic outcomes (e.g., AMES mutagenicity, cardiotoxicity, hepatotoxicity). Dataset: herg_karim. The drug is CC1(COc2ccc3c(c2)ncn3-c2ccc3cccc(N4CCC(N)CC4)c3n2)COC1. The result is 0 (non-blocker).